Dataset: NCI-60 drug combinations with 297,098 pairs across 59 cell lines. Task: Regression. Given two drug SMILES strings and cell line genomic features, predict the synergy score measuring deviation from expected non-interaction effect. (1) Drug 1: C1=CC(=CC=C1CCCC(=O)O)N(CCCl)CCCl. Drug 2: C#CCC(CC1=CN=C2C(=N1)C(=NC(=N2)N)N)C3=CC=C(C=C3)C(=O)NC(CCC(=O)O)C(=O)O. Cell line: RPMI-8226. Synergy scores: CSS=45.4, Synergy_ZIP=-4.00, Synergy_Bliss=-10.1, Synergy_Loewe=-7.54, Synergy_HSA=-7.94. (2) Drug 1: COC1=C(C=C2C(=C1)N=CN=C2NC3=CC(=C(C=C3)F)Cl)OCCCN4CCOCC4. Drug 2: C1=CC=C(C(=C1)C(C2=CC=C(C=C2)Cl)C(Cl)Cl)Cl. Cell line: BT-549. Synergy scores: CSS=28.4, Synergy_ZIP=5.41, Synergy_Bliss=7.45, Synergy_Loewe=-10.6, Synergy_HSA=7.73. (3) Drug 1: C1=CC(=CC=C1CCC2=CNC3=C2C(=O)NC(=N3)N)C(=O)NC(CCC(=O)O)C(=O)O. Drug 2: CC1C(C(CC(O1)OC2CC(CC3=C2C(=C4C(=C3O)C(=O)C5=CC=CC=C5C4=O)O)(C(=O)C)O)N)O. Cell line: K-562. Synergy scores: CSS=54.2, Synergy_ZIP=-1.32, Synergy_Bliss=-11.8, Synergy_Loewe=14.7, Synergy_HSA=-1.80.